Dataset: Full USPTO retrosynthesis dataset with 1.9M reactions from patents (1976-2016). Task: Predict the reactants needed to synthesize the given product. (1) Given the product [CH3:19][C:20]1[N:21]=[C:22]([C:2]2[C:7]([C:8]3[CH:13]=[CH:12][N:11]4[N:14]=[CH:15][C:16]([C:17]#[N:18])=[C:10]4[N:9]=3)=[CH:6][CH:5]=[CH:4][N:3]=2)[CH:23]=[CH:24][CH:25]=1, predict the reactants needed to synthesize it. The reactants are: Cl[C:2]1[C:7]([C:8]2[CH:13]=[CH:12][N:11]3[N:14]=[CH:15][C:16]([C:17]#[N:18])=[C:10]3[N:9]=2)=[CH:6][CH:5]=[CH:4][N:3]=1.[CH3:19][C:20]1[CH:25]=[CH:24][CH:23]=[C:22]([Sn](CCCC)(CCCC)CCCC)[N:21]=1.FC1C=C(C2C=CC3N(C(C#N)=CN=3)C=2)C(C2C=CC=C(C)N=2)=NC=1. (2) Given the product [CH2:1]([C:5]1[N:10]=[C:9]([C:11]2[O:13][N:23]=[C:21]([C:20]3[CH:25]=[C:26]([CH3:27])[C:17]([OH:16])=[C:18]([CH3:28])[CH:19]=3)[N:22]=2)[CH:8]=[C:7]([O:14][CH3:15])[CH:6]=1)[CH:2]([CH3:3])[CH3:4], predict the reactants needed to synthesize it. The reactants are: [CH2:1]([C:5]1[N:10]=[C:9]([C:11]([OH:13])=O)[CH:8]=[C:7]([O:14][CH3:15])[CH:6]=1)[CH:2]([CH3:4])[CH3:3].[OH:16][C:17]1[C:26]([CH3:27])=[CH:25][C:20]([C:21]([NH:23]O)=[NH:22])=[CH:19][C:18]=1[CH3:28].